This data is from Catalyst prediction with 721,799 reactions and 888 catalyst types from USPTO. The task is: Predict which catalyst facilitates the given reaction. (1) Reactant: Cl[CH2:2][CH2:3][N:4]1[C:12]2[C:7](=[CH:8][C:9]([O:13][CH3:14])=[CH:10][CH:11]=2)[C:6]([CH:15]=[O:16])=[C:5]1[C:17]1[C:18]([CH3:24])=[N:19][N:20]([CH3:23])[C:21]=1[CH3:22].[CH2:25]([CH2:27][NH2:28])[OH:26].C([O-])([O-])=O.[Na+].[Na+]. Product: [OH:26][CH2:25][CH2:27][NH:28][CH2:2][CH2:3][N:4]1[C:12]2[C:7](=[CH:8][C:9]([O:13][CH3:14])=[CH:10][CH:11]=2)[C:6]([CH:15]=[O:16])=[C:5]1[C:17]1[C:18]([CH3:24])=[N:19][N:20]([CH3:23])[C:21]=1[CH3:22]. The catalyst class is: 33. (2) Reactant: C[O:2][C:3](=O)[CH2:4][NH:5][C:6]([C:8]1[C:17]2[C:12](=[CH:13][CH:14]=[CH:15][CH:16]=2)[CH:11]=[CH:10][CH:9]=1)=[O:7].O.[NH2:20][NH2:21].O. Product: [NH:20]([C:3](=[O:2])[CH2:4][NH:5][C:6]([C:8]1[C:17]2[C:12](=[CH:13][CH:14]=[CH:15][CH:16]=2)[CH:11]=[CH:10][CH:9]=1)=[O:7])[NH2:21]. The catalyst class is: 14. (3) Product: [CH3:20][C:21]1[CH:22]=[C:23]([CH:26]=[CH:27][C:28]=1[N+:29]([O-:31])=[O:30])[CH2:24][N:11]1[CH2:12][CH2:13][N:8]([C:6]([O:5][C:1]([CH3:4])([CH3:2])[CH3:3])=[O:7])[CH2:9][CH2:10]1. Reactant: [C:1]([O:5][C:6]([N:8]1[CH2:13][CH2:12][NH:11][CH2:10][CH2:9]1)=[O:7])([CH3:4])([CH3:3])[CH3:2].C(=O)([O-])[O-].[K+].[K+].[CH3:20][C:21]1[CH:22]=[C:23]([CH:26]=[CH:27][C:28]=1[N+:29]([O-:31])=[O:30])[CH2:24]Br. The catalyst class is: 9. (4) Reactant: [Br:1][C:2]1[CH:6]=[C:5]([NH2:7])[NH:4][N:3]=1.[C:8]([CH:11]([CH2:16][C:17]([O:19][CH3:20])=[O:18])[C:12](OC)=[O:13])(=O)[CH3:9].O.C1(C)C=CC(S(O)(=O)=O)=CC=1. Product: [Br:1][C:2]1[CH:6]=[C:5]2[N:7]=[C:8]([CH3:9])[C:11]([CH2:16][C:17]([O:19][CH3:20])=[O:18])=[C:12]([OH:13])[N:4]2[N:3]=1. The catalyst class is: 113. (5) Reactant: [CH3:1][C:2]1[C:11](=[O:12])[NH:10][C:9]2[N:8]=[C:7]([O:13][CH2:14][CH2:15][CH2:16][CH:17]=O)[CH:6]=[CH:5][C:4]=2[CH:3]=1.[Cl:19][C:20]1[C:25]([Cl:26])=[CH:24][CH:23]=[CH:22][C:21]=1[N:27]1[CH2:32][CH2:31][NH:30][CH2:29][CH2:28]1.[BH-](OC(C)=O)(OC(C)=O)OC(C)=O.[Na+]. Product: [Cl:19][C:20]1[C:25]([Cl:26])=[CH:24][CH:23]=[CH:22][C:21]=1[N:27]1[CH2:32][CH2:31][N:30]([CH2:17][CH2:16][CH2:15][CH2:14][O:13][C:7]2[N:8]=[C:9]3[C:4]([CH:3]=[C:2]([CH3:1])[C:11](=[O:12])[NH:10]3)=[CH:5][CH:6]=2)[CH2:29][CH2:28]1. The catalyst class is: 5. (6) Reactant: [CH3:1][C:2]1[N:7]=[CH:6][C:5]([CH:8]=[O:9])=[CH:4][N:3]=1.[BH4-].[Na+].O. Product: [CH3:1][C:2]1[N:7]=[CH:6][C:5]([CH2:8][OH:9])=[CH:4][N:3]=1. The catalyst class is: 5.